This data is from Experimentally validated miRNA-target interactions with 360,000+ pairs, plus equal number of negative samples. The task is: Binary Classification. Given a miRNA mature sequence and a target amino acid sequence, predict their likelihood of interaction. (1) The miRNA is hsa-miR-6815-3p with sequence UGGCUUCUCUUGCACACCCAG. The protein sequence of the target gene is MPHEELPSLQRPRYGSIVDDERLSAEEMDERRRQNIAYEYLCHLEEAKRWMEVCLVEELPPTTELEEGLRNGVYLAKLAKFFAPKMVSEKKIYDVEQTRYKKSGLHFRHTDNTVQWLRAMEAIGLPKIFYPETTDVYDRKNIPRMIYCIHALSLYLFKLGIAPQIQDLLGKVDFTEEEISNMRKELEKYGIQMPAFSKIGGILANELSVDEAALHAAVIAINEAIEKGVAKQTIITLRNPNAVLTCVDDSLSQEYQKELWEAKKKKEESAKLKNSCISEEERDAYEELLTQAEIQSNIST.... Result: 0 (no interaction). (2) The miRNA is hsa-miR-6764-3p with sequence UCUCUGGUCUUUCCUUGACAG. The protein sequence of the target gene is MFTLTKALEKALLQHFIYMKVNIAYAINKPFPFFEALRDNSFITERMYKESLEACQNLVPLSKVVHNILTSLEQTFHPSVLLTLFSKVNLREYPSLVAIFRSFRNVGYTYEEKNRPPLTLLEDLANPAEGCSLQTLLPPPRPQISLPSHLSSAPRVCDPRATAQPIIEILDEQPSPSPRAVPLLGCIQEGKTTPVSSRDHQRKDKEDSREMPHSPSGPESVVKDDSPAANDLEMAREVPCTPANKKARRKKRPNWSNSKRRRQKKKPRQDEMMGVASPGHGVQEKLKAVSRRTLWKDDSS.... Result: 0 (no interaction). (3) Result: 0 (no interaction). The miRNA is rno-miR-142-5p with sequence CAUAAAGUAGAAAGCACUACU. The protein sequence of the target gene is MADHLMLAEGYRLVQRPPSAAAAHGPHALRTLPPYAGPGLDSGLRPRGAPLGPPPPRQPGALAYGAFGPPSSFQPFPAVPPPAAGIAHLQPVATPYPGRAAAPPNAPGGPPGPQPAPSAAAPPPPAHALGGMDAELIDEEALTSLELELGLHRVRELPELFLGQSEFDCFSDLGSAPPAGSVSC. (4) The miRNA is hsa-miR-27b-3p with sequence UUCACAGUGGCUAAGUUCUGC. The protein sequence of the target gene is MTKSKEAVTFKDVAVVFSEEELQLLDLAQRKLYRDVMLENFRNVVSVGHQSTPDGLPQLEREEKLWMMKMATQRDNSSGAKNLKEMETLQEVGLRYLPHEELFCSQIWQQITRELIKYQDSVVNIQRTGCQLEKRDDLHYKDEGFSNQSSHLQVHRVHTGEKPYKGEHCVKSFSWSSHLQINQRAHAGEKPYKCEKCDNAFRRFSSLQAHQRVHSRAKSYTNDASYRSFSQRSHLPHHQRVPTGENPYKYEECGRNVGKSSHCQAPLIVHTGEKPYKCEECGVGFSQRSYLQVHLKVHTG.... Result: 1 (interaction). (5) The miRNA is hsa-miR-4533 with sequence UGGAAGGAGGUUGCCGGACGCU. The protein sequence of the target gene is MGSADSKLNFRKAVIQLTTKTQPVEATDNAFWDQFWADTATSVQDVFALVPAAEIRAVREESPSNLATLCYKAVEKLVQGAEGGCHSEKEKQVVLNCSRLLTRVLPYIFEDPDWRGFFWSTVPGAGRGGQGEEEDENARPLAESLLLAIADLLFCPDFTVQNHRRNDVDSAEDVHSLDSCEYIWEAGVGFAHSPQPNYIHDMNRMELLKLLLTCFSEAMYLPPSPESGSTNPWVQFFCSTENRHALPLFTSLLNTVCAYDPVGYGIPYNHLLFSDYREPLVEEAAQVLIVTLDHDSATST.... Result: 0 (no interaction).